Task: Predict the reaction yield, written as a fraction of the theoretical maximum amount of product (1.0 means a 100% yield; for example, 0.34 means a 34% yield).. Dataset: Reaction yield outcomes from USPTO patents with 853,638 reactions The reactants are [C:1]1([S:7]([CH:10]([NH2:30])[C:11]2[N:16]([CH3:17])[C:15]([C:18](O)=[O:19])=[C:14]([O:21][CH2:22][C:23]3[CH:28]=[CH:27][CH:26]=[CH:25][CH:24]=3)[C:13](=[O:29])[CH:12]=2)(=[O:9])=[O:8])[CH:6]=[CH:5][CH:4]=[CH:3][CH:2]=1.[CH3:31][N:32](C(ON1N=NC2C=CC=NC1=2)=[N+](C)C)C.F[P-](F)(F)(F)(F)F.C(N(C(C)C)CC)(C)C. The catalyst is CN(C)C=O. The product is [CH3:31][NH:32][C:18]([C:15]1[N:16]([CH3:17])[C:11]([CH:10]([S:7]([C:1]2[CH:6]=[CH:5][CH:4]=[CH:3][CH:2]=2)(=[O:9])=[O:8])[NH2:30])=[CH:12][C:13](=[O:29])[C:14]=1[O:21][CH2:22][C:23]1[CH:24]=[CH:25][CH:26]=[CH:27][CH:28]=1)=[O:19]. The yield is 0.436.